Predict the reactants needed to synthesize the given product. From a dataset of Full USPTO retrosynthesis dataset with 1.9M reactions from patents (1976-2016). (1) Given the product [CH3:1][O:2][C:3]1[CH:4]=[CH:5][C:6]([CH2:9][C:10]([N:40]2[CH2:41][CH2:42][C:37]3([CH2:36][N:35]([C@H:43]4[C:51]5[C:46](=[CH:47][C:48]([C:52]6[CH:53]=[CH:54][C:55]([C:58]#[N:59])=[N:56][CH:57]=6)=[CH:49][CH:50]=5)[CH2:45][CH2:44]4)[CH2:34]3)[CH2:38][CH2:39]2)=[O:12])=[N:7][CH:8]=1, predict the reactants needed to synthesize it. The reactants are: [CH3:1][O:2][C:3]1[CH:4]=[CH:5][C:6]([CH2:9][C:10]([OH:12])=O)=[N:7][CH:8]=1.C(N1C=CN=C1)(N1C=CN=C1)=O.C(N(CC)CC)C.Cl.Cl.[CH2:34]1[C:37]2([CH2:42][CH2:41][NH:40][CH2:39][CH2:38]2)[CH2:36][N:35]1[C@H:43]1[C:51]2[C:46](=[CH:47][C:48]([C:52]3[CH:53]=[CH:54][C:55]([C:58]#[N:59])=[N:56][CH:57]=3)=[CH:49][CH:50]=2)[CH2:45][CH2:44]1. (2) Given the product [O:4]=[C:5]1[CH2:10][CH2:9][N:8]([C:26]2[CH:27]=[C:22]([CH:23]=[CH:24][CH:25]=2)[C:21]([O:35][CH3:34])=[O:32])[CH2:7][CH2:6]1, predict the reactants needed to synthesize it. The reactants are: O1[C:5]2([CH2:10][CH2:9][N:8](C3C=CC=CC=3C(OC)=O)[CH2:7][CH2:6]2)[O:4]CC1.[CH3:21][C:22]1[CH:23]=[CH:24][C:25](S(O)(=O)=O)=[CH:26][CH:27]=1.[OH2:32].C[C:34](C)=[O:35].O.